Predict the reactants needed to synthesize the given product. From a dataset of Full USPTO retrosynthesis dataset with 1.9M reactions from patents (1976-2016). (1) Given the product [ClH:20].[CH:21]1([C:13]2[CH:12]=[CH:11][C:10]3[CH2:9][NH:8][CH2:17][C:16]([CH3:18])([CH3:19])[C:15]=3[N:14]=2)[CH2:23][CH2:22]1, predict the reactants needed to synthesize it. The reactants are: C([N:8]1[CH2:17][C:16]([CH3:19])([CH3:18])[C:15]2[N:14]=[C:13]([Cl:20])[CH:12]=[CH:11][C:10]=2[CH2:9]1)C1C=CC=CC=1.[CH:21]1(B(O)O)[CH2:23][CH2:22]1. (2) Given the product [NH2:3][C:4]1[C:5]([C:6]([O:8][CH2:9][CH3:10])=[O:7])=[C:11]([NH2:12])[NH:2][N:1]=1, predict the reactants needed to synthesize it. The reactants are: [NH2:1][NH2:2].[NH2:3]/[C:4](/C(Cl)(Cl)Cl)=[C:5](/[C:11]#[N:12])\[C:6]([O:8][CH2:9][CH3:10])=[O:7]. (3) Given the product [CH2:16]([N:15]1[C:14](=[O:23])[C:13]2[C:8](=[CH:9][C:10]([Cl:24])=[CH:11][CH:12]=2)[N:7]=[C:6]1[CH:2]([NH:1][CH2:26][C:27](=[O:41])[CH2:28][CH2:29][N:30]1[C:38](=[O:39])[C:37]2[C:32](=[CH:33][CH:34]=[CH:35][CH:36]=2)[C:31]1=[O:40])[CH:3]([CH3:5])[CH3:4])[C:17]1[CH:18]=[CH:19][CH:20]=[CH:21][CH:22]=1, predict the reactants needed to synthesize it. The reactants are: [NH2:1][CH:2]([C:6]1[N:15]([CH2:16][C:17]2[CH:22]=[CH:21][CH:20]=[CH:19][CH:18]=2)[C:14](=[O:23])[C:13]2[C:8](=[CH:9][C:10]([Cl:24])=[CH:11][CH:12]=2)[N:7]=1)[CH:3]([CH3:5])[CH3:4].Br[CH2:26][C:27](=[O:41])[CH2:28][CH2:29][N:30]1[C:38](=[O:39])[C:37]2[C:32](=[CH:33][CH:34]=[CH:35][CH:36]=2)[C:31]1=[O:40].C(=O)([O-])[O-].[K+].[K+]. (4) Given the product [CH:23]1([C:19]2[CH:20]=[C:21]([CH3:22])[C:16]([N:13]3[CH2:14][CH2:15][N:10]([C:8]([C:5]4[N:6]=[CH:7][C:2]([N:29]5[CH2:30][CH2:31][N:27]([CH3:26])[C:28]5=[O:32])=[N:3][CH:4]=4)=[O:9])[CH2:11][CH2:12]3)=[N:17][CH:18]=2)[CH2:25][CH2:24]1, predict the reactants needed to synthesize it. The reactants are: Br[C:2]1[N:3]=[CH:4][C:5]([C:8]([N:10]2[CH2:15][CH2:14][N:13]([C:16]3[C:21]([CH3:22])=[CH:20][C:19]([CH:23]4[CH2:25][CH2:24]4)=[CH:18][N:17]=3)[CH2:12][CH2:11]2)=[O:9])=[N:6][CH:7]=1.[CH3:26][N:27]1[CH2:31][CH2:30][NH:29][C:28]1=[O:32].